From a dataset of Full USPTO retrosynthesis dataset with 1.9M reactions from patents (1976-2016). Predict the reactants needed to synthesize the given product. Given the product [CH3:1][C:2]1([CH3:15])[O:6][C@H:5]2[O:7][C@H:8]([CH:10]([OH:14])[CH2:11][O:12][CH3:13])[CH2:9][C@H:4]2[O:3]1, predict the reactants needed to synthesize it. The reactants are: [CH3:1][C:2]1([CH3:15])[O:6][C@H:5]2[O:7][C@H:8]([C:10](=[O:14])[CH2:11][O:12][CH3:13])[CH2:9][C@H:4]2[O:3]1.[BH4-].[Na+].